This data is from Forward reaction prediction with 1.9M reactions from USPTO patents (1976-2016). The task is: Predict the product of the given reaction. (1) Given the reactants [Br:1][C:2]1[CH:11]=[CH:10][C:9]2[C:4](=[CH:5][CH:6]=[C:7]([CH:12]=[CH2:13])[CH:8]=2)[CH:3]=1.[CH3:14][C@@H:15]1[CH2:19][CH2:18][CH2:17][NH:16]1.C([Li])CCC, predict the reaction product. The product is: [Br:1][C:2]1[CH:3]=[C:4]2[C:9](=[CH:10][CH:11]=1)[CH:8]=[C:7]([CH2:12][CH2:13][N:16]1[CH2:17][CH2:18][CH2:19][C@H:15]1[CH3:14])[CH:6]=[CH:5]2. (2) Given the reactants [NH2:1][C:2]1[S:3][CH:4]=[C:5]([C:7]2[CH:12]=[CH:11][CH:10]=[CH:9][CH:8]=2)[N:6]=1.[Cl:13][C:14]1[CH:19]=[C:18]([Cl:20])[CH:17]=[C:16]([CH3:21])[C:15]=1[S:22](Cl)(=[O:24])=[O:23], predict the reaction product. The product is: [Cl:13][C:14]1[CH:19]=[C:18]([Cl:20])[CH:17]=[C:16]([CH3:21])[C:15]=1[S:22]([NH:1][C:2]1[S:3][CH:4]=[C:5]([C:7]2[CH:12]=[CH:11][CH:10]=[CH:9][CH:8]=2)[N:6]=1)(=[O:24])=[O:23]. (3) The product is: [Br:1][C:2]1[CH:3]=[C:4]([N:5]2[CH:29]=[C:19]([CH2:18][OH:17])[N:20]=[CH:23]2)[CH:6]=[CH:7][C:8]=1[F:9]. Given the reactants [Br:1][C:2]1[CH:3]=[C:4]([CH:6]=[CH:7][C:8]=1[F:9])[NH2:5].C([O:17][CH2:18][CH3:19])(OCC)OCC.[N+:20]([CH2:23]C(OCC)=O)([O-])=O.[C:29](O)(=O)C, predict the reaction product. (4) Given the reactants [CH3:1][CH:2]([CH:6]([C:9]1[CH:14]=[CH:13][CH:12]=[C:11]([O:15]C)[CH:10]=1)[CH2:7][CH3:8])[C:3]([OH:5])=[O:4].I, predict the reaction product. The product is: [CH3:1][CH:2]([CH:6]([C:9]1[CH:14]=[CH:13][CH:12]=[C:11]([OH:15])[CH:10]=1)[CH2:7][CH3:8])[C:3]([OH:5])=[O:4].